Dataset: Full USPTO retrosynthesis dataset with 1.9M reactions from patents (1976-2016). Task: Predict the reactants needed to synthesize the given product. (1) Given the product [Cl:24][C:21]1[CH:20]=[CH:19][C:18]([C:10]2[C:9]([C:3]3[CH:4]=[CH:5][C:6]([Cl:8])=[CH:7][C:2]=3[Cl:1])=[N:14][C:13]([O:15][CH2:26][CH2:27][N:28]3[C:29](=[O:38])[C:30]4[C:31](=[CH:34][CH:35]=[CH:36][CH:37]=4)[C:32]3=[O:33])=[C:12]([CH:11]=2)[C:16]#[N:17])=[CH:23][CH:22]=1, predict the reactants needed to synthesize it. The reactants are: [Cl:1][C:2]1[CH:7]=[C:6]([Cl:8])[CH:5]=[CH:4][C:3]=1[C:9]1[NH:14][C:13](=[O:15])[C:12]([C:16]#[N:17])=[CH:11][C:10]=1[C:18]1[CH:23]=[CH:22][C:21]([Cl:24])=[CH:20][CH:19]=1.Br[CH2:26][CH2:27][N:28]1[C:32](=[O:33])[C:31]2=[CH:34][CH:35]=[CH:36][CH:37]=[C:30]2[C:29]1=[O:38].C([O-])([O-])=O.[K+].[K+]. (2) Given the product [CH3:1][N:2]1[N:3]=[CH:4][C:5]([C:11]2[N:12]=[N:13][N:14]([CH3:16])[N:15]=2)=[C:6]1[S:7]([NH:10][C:28]([NH:27][C:21]1[N:20]=[C:19]([O:18][CH3:17])[CH:24]=[C:23]([O:25][CH3:26])[N:22]=1)=[O:29])(=[O:9])=[O:8], predict the reactants needed to synthesize it. The reactants are: [CH3:1][N:2]1[C:6]([S:7]([NH2:10])(=[O:9])=[O:8])=[C:5]([C:11]2[N:12]=[N:13][N:14]([CH3:16])[N:15]=2)[CH:4]=[N:3]1.[CH3:17][O:18][C:19]1[CH:24]=[C:23]([O:25][CH3:26])[N:22]=[C:21]([NH:27][C:28](=O)[O:29]C2C=CC=CC=2)[N:20]=1.C(N(CC)CC)C.Cl. (3) Given the product [Cl:1][C:2]1[CH:9]=[CH:8][C:5](/[CH:6]=[C:14](/[N+:11]([O-:13])=[O:12])\[CH3:15])=[C:4]([F:10])[CH:3]=1, predict the reactants needed to synthesize it. The reactants are: [Cl:1][C:2]1[CH:9]=[CH:8][C:5]([CH:6]=O)=[C:4]([F:10])[CH:3]=1.[N+:11]([CH2:14][CH3:15])([O-:13])=[O:12].N1CCCCC1. (4) Given the product [N:10]1([C:18]2[S:17]/[C:23](=[CH:1]\[C:2]3[CH:8]=[CH:7][CH:6]=[CH:5][C:3]=3[OH:4])/[C:21](=[O:22])[N:20]=2)[CH2:16][CH2:15][CH2:14][CH2:13][CH2:12][CH2:11]1, predict the reactants needed to synthesize it. The reactants are: [CH:1](=O)[C:2]1[C:3](=[CH:5][CH:6]=[CH:7][CH:8]=1)[OH:4].[NH:10]1[CH2:16][CH2:15][CH2:14][CH2:13][CH2:12][CH2:11]1.[S:17]1[CH2:23][C:21](=[O:22])[NH:20][C:18]1=S. (5) The reactants are: N1CCC[C@H]1C(O)=O.C(=O)([O-])[O-].[K+].[K+].Br[C:16]1[CH:21]=[CH:20][C:19]([F:22])=[CH:18][N:17]=1.[NH:23]1[CH:27]=[CH:26][CH:25]=[N:24]1. Given the product [F:22][C:19]1[CH:20]=[CH:21][C:16]([N:23]2[CH:27]=[CH:26][CH:25]=[N:24]2)=[N:17][CH:18]=1, predict the reactants needed to synthesize it. (6) Given the product [Br:1][C:2]1[C:10]2[NH:9][N:8]=[CH:7][C:6]=2[C:5]2[CH2:11][N:12]([CH2:21][CH2:22][O:23][CH3:24])[C:13](=[O:20])[C@H:14]([CH2:16][C:17](=[O:18])[N:26]3[CH2:27][CH2:28][CH:29]([C:32]4[C:33](=[O:42])[NH:34][C:35]5[C:40]([CH:41]=4)=[CH:39][CH:38]=[CH:37][CH:36]=5)[CH2:30][CH2:31]3)[CH2:15][C:4]=2[CH:3]=1, predict the reactants needed to synthesize it. The reactants are: [Br:1][C:2]1[C:10]2[NH:9][N:8]=[CH:7][C:6]=2[C:5]2[CH2:11][N:12]([CH2:21][CH2:22][O:23][CH3:24])[C:13](=[O:20])[C@H:14]([CH2:16][C:17](O)=[O:18])[CH2:15][C:4]=2[CH:3]=1.Cl.[NH:26]1[CH2:31][CH2:30][CH:29]([C:32]2[C:33](=[O:42])[NH:34][C:35]3[C:40]([CH:41]=2)=[CH:39][CH:38]=[CH:37][CH:36]=3)[CH2:28][CH2:27]1.ClC1C2NN=CC=2C2CN(CC(C)(C)C)C(=O)[C@@H](CC(=O)N3CCC(N4CC5C(=CC=CC=5)NC4=O)CC3)CC=2C=1.